This data is from Peptide-MHC class II binding affinity with 134,281 pairs from IEDB. The task is: Regression. Given a peptide amino acid sequence and an MHC pseudo amino acid sequence, predict their binding affinity value. This is MHC class II binding data. (1) The peptide sequence is GLFGGLNWITKVIMG. The MHC is DRB1_0301 with pseudo-sequence DRB1_0301. The binding affinity (normalized) is 0. (2) The peptide sequence is DIHRLEPVKCDTLLC. The MHC is HLA-DQA10303-DQB10402 with pseudo-sequence HLA-DQA10303-DQB10402. The binding affinity (normalized) is 0. (3) The peptide sequence is TLTAFGFASADLIEI. The MHC is HLA-DQA10501-DQB10201 with pseudo-sequence HLA-DQA10501-DQB10201. The binding affinity (normalized) is 0.801. (4) The peptide sequence is LLPACDGERPTLAFL. The MHC is H-2-IAd with pseudo-sequence H-2-IAd. The binding affinity (normalized) is 0.